This data is from Forward reaction prediction with 1.9M reactions from USPTO patents (1976-2016). The task is: Predict the product of the given reaction. (1) Given the reactants [CH3:1][O:2][C:3]1[CH:4]=[C:5]2[C:20](=[CH:21][C:22]=1[O:23][CH3:24])[C:8]1[NH:9][N:10]=[C:11]([NH:12][C:13]3[CH:18]=[CH:17][CH:16]=[C:15]([F:19])[CH:14]=3)[C:7]=1[CH2:6]2.[O:25]=[C:26]([N:31]1[CH2:35][CH2:34][CH2:33][CH2:32]1)[CH2:27][C:28](O)=[O:29].CN(C)CCCN=C=NCC.O.OC1C2N=NNC=2C=CC=1.CCN(C(C)C)C(C)C, predict the reaction product. The product is: [F:19][C:15]1[CH:14]=[C:13]([NH:12][C:11]2[C:7]3[CH2:6][C:5]4[C:20](=[CH:21][C:22]([O:23][CH3:24])=[C:3]([O:2][CH3:1])[CH:4]=4)[C:8]=3[N:9]([C:28](=[O:29])[CH2:27][C:26]([N:31]3[CH2:35][CH2:34][CH2:33][CH2:32]3)=[O:25])[N:10]=2)[CH:18]=[CH:17][CH:16]=1. (2) The product is: [CH3:1][C:2]1[CH2:7][CH2:6][CH:5]([NH:8][C:14](=[O:15])[O:13][C:9]([CH3:12])([CH3:11])[CH3:10])[CH2:4][CH:3]=1. Given the reactants [CH3:1][C:2]1[CH2:7][CH2:6][CH:5]([NH2:8])[CH2:4][CH:3]=1.[C:9]([O:13][C:14](O[C:14]([O:13][C:9]([CH3:12])([CH3:11])[CH3:10])=[O:15])=[O:15])([CH3:12])([CH3:11])[CH3:10], predict the reaction product. (3) Given the reactants [NH2:1][C:2]1[CH:17]=[C:16]([F:18])[C:15]([S:19][C:20]2[N:21]([CH3:25])[CH:22]=[CH:23][N:24]=2)=[CH:14][C:3]=1[C:4]([NH:6][C:7]1[CH:12]=[CH:11][C:10](Br)=[CH:9][N:8]=1)=[O:5].[CH3:26][PH:27](=[O:32])[O:28][CH:29]([CH3:31])[CH3:30].C(N(CC)CC)C.C([SiH](CC)CC)C, predict the reaction product. The product is: [CH:29]([O:28][P:27]([C:10]1[CH:9]=[N:8][C:7]([NH:6][C:4](=[O:5])[C:3]2[CH:14]=[C:15]([S:19][C:20]3[N:21]([CH3:25])[CH:22]=[CH:23][N:24]=3)[C:16]([F:18])=[CH:17][C:2]=2[NH2:1])=[CH:12][CH:11]=1)([CH3:26])=[O:32])([CH3:31])[CH3:30]. (4) Given the reactants [CH3:1][O:2][C:3]1[CH:4]=[C:5]([CH:9]=[CH:10][C:11]=1[O:12][CH3:13])[C:6](Cl)=[O:7].[Cl:14][C:15]1[CH:16]=[N:17][CH:18]=[C:19]([Cl:22])[C:20]=1[CH3:21].[CH2:23]([O:30][C:31]1[CH:32]=[C:33]([CH:37]=[CH:38][CH:39]=1)[C:34](Cl)=[O:35])[C:24]1[CH:29]=[CH:28][CH:27]=[CH:26][CH:25]=1, predict the reaction product. The product is: [Cl:14][C:15]1[CH:16]=[N:17][CH:18]=[C:19]([Cl:22])[C:20]=1/[CH:21]=[C:6](\[O:7][C:34](=[O:35])[C:33]1[CH:37]=[CH:38][CH:39]=[C:31]([O:30][CH2:23][C:24]2[CH:25]=[CH:26][CH:27]=[CH:28][CH:29]=2)[CH:32]=1)/[C:5]1[CH:9]=[CH:10][C:11]([O:12][CH3:13])=[C:3]([O:2][CH3:1])[CH:4]=1. (5) The product is: [NH2:27][C:2]1[C:3]2[C:10]([C:11]3[CH:17]=[CH:16][C:14]([NH:15][C:49]([C:45]4[C:44](=[O:53])[N:43]([CH2:42][C:41]([CH3:55])([CH3:54])[CH3:40])[CH:48]=[CH:47][CH:46]=4)=[O:50])=[CH:13][CH:12]=3)=[CH:9][N:8]([CH:18]3[CH2:22][CH2:21][CH2:20][CH2:19]3)[C:4]=2[N:5]=[CH:6][N:7]=1. Given the reactants Cl[C:2]1[C:3]2[C:10]([C:11]3[CH:17]=[CH:16][C:14]([NH2:15])=[CH:13][CH:12]=3)=[CH:9][N:8]([CH:18]3[CH2:22][CH2:21][CH2:20][CH2:19]3)[C:4]=2[N:5]=[CH:6][N:7]=1.ClC1C2C(I)=CNC=2[N:27]=CN=1.C1(O)CCCC1.[CH3:40][C:41]([CH3:55])([CH3:54])[CH2:42][N:43]1[CH:48]=[CH:47][CH:46]=[C:45]([C:49](OC)=[O:50])[C:44]1=[O:53], predict the reaction product. (6) Given the reactants [BH4-].[Li+].[CH3:3][O:4][C:5]([N:7]1[CH2:12][CH:11]([C:13]2[CH:18]=[C:17]([F:19])[C:16]([F:20])=[C:15]([F:21])[CH:14]=2)[NH:10][CH:9]([C:22](OCC)=[O:23])[CH2:8]1)=[O:6].[Cl-].[NH4+].C(OCC)(=O)C, predict the reaction product. The product is: [OH:23][CH2:22][CH:9]1[NH:10][CH:11]([C:13]2[CH:14]=[C:15]([F:21])[C:16]([F:20])=[C:17]([F:19])[CH:18]=2)[CH2:12][N:7]([C:5]([O:4][CH3:3])=[O:6])[CH2:8]1. (7) Given the reactants [C:1]([O:5][C:6](=[O:26])[CH2:7][C:8]1[CH:13]=[CH:12][C:11]([NH:14][C:15]([C:17]2[CH:25]=[C:24]3[C:20]([CH:21]=[CH:22][NH:23]3)=[CH:19][CH:18]=2)=[O:16])=[CH:10][CH:9]=1)([CH3:4])([CH3:3])[CH3:2].[OH-].[Na+].O.[Cl:30][C:31]1[CH:32]=[CH:33][C:34]([O:41][CH3:42])=[C:35]([S:37](Cl)(=[O:39])=[O:38])[CH:36]=1, predict the reaction product. The product is: [C:1]([O:5][C:6](=[O:26])[CH2:7][C:8]1[CH:9]=[CH:10][C:11]([NH:14][C:15]([C:17]2[CH:25]=[C:24]3[C:20]([CH:21]=[CH:22][N:23]3[S:37]([C:35]3[CH:36]=[C:31]([Cl:30])[CH:32]=[CH:33][C:34]=3[O:41][CH3:42])(=[O:38])=[O:39])=[CH:19][CH:18]=2)=[O:16])=[CH:12][CH:13]=1)([CH3:4])([CH3:2])[CH3:3]. (8) Given the reactants Br[C:2]1[CH:7]=[CH:6][N:5]=[C:4]([NH:8][C:9]2[N:14]=[CH:13][C:12]([C:15]([N:17]3[CH2:22][CH2:21][O:20][CH2:19][CH2:18]3)=[O:16])=[CH:11][CH:10]=2)[CH:3]=1.[C:23]([C:27]1[CH:28]=[C:29]2[C:34](=[C:35]([F:37])[CH:36]=1)[C:33](=[O:38])[N:32]([C:39]1[CH:49]=[CH:48][CH:47]=[C:46](B3OC(C)(C)C(C)(C)O3)[C:40]=1[CH2:41][O:42][C:43](=[O:45])[CH3:44])[N:31]=[CH:30]2)([CH3:26])([CH3:25])[CH3:24].C([O-])([O-])=O.[K+].[K+].CC(C1C=C(C(C)C)C(C2C=CC=CC=2P(C2CCCCC2)C2CCCCC2)=C(C(C)C)C=1)C, predict the reaction product. The product is: [C:23]([C:27]1[CH:28]=[C:29]2[C:34](=[C:35]([F:37])[CH:36]=1)[C:33](=[O:38])[N:32]([C:39]1[CH:49]=[CH:48][CH:47]=[C:46]([C:2]3[CH:7]=[CH:6][N:5]=[C:4]([NH:8][C:9]4[CH:10]=[CH:11][C:12]([C:15]([N:17]5[CH2:22][CH2:21][O:20][CH2:19][CH2:18]5)=[O:16])=[CH:13][N:14]=4)[CH:3]=3)[C:40]=1[CH2:41][O:42][C:43](=[O:45])[CH3:44])[N:31]=[CH:30]2)([CH3:24])([CH3:25])[CH3:26]. (9) Given the reactants FC1C=CC([C:11]2[C:12]([CH2:31][S:32]([CH3:35])(=[O:34])=[O:33])=[CH:13][C:14]3[O:18][C:17]([C:19]4[CH:24]=[CH:23][C:22]([F:25])=[CH:21][CH:20]=4)=[C:16]([C:26](=[O:29])[NH:27][CH3:28])[C:15]=3[CH:30]=2)=CC=1C(O)=O.[C:36]12([NH2:41])[CH2:40][CH:38]([CH2:39]1)[CH2:37]2.Cl.CCN([CH:49]([CH3:51])[CH3:50])C(C)C.CN(C(ON1N=N[C:62]2[CH:63]=CC=N[C:61]1=2)=[N+](C)C)C.[F:69][P-](F)(F)(F)(F)F.CN([CH:79]=[O:80])C, predict the reaction product. The product is: [C:36]12([NH:41][C:79]([C:61]3[CH:62]=[C:63]([C:30]4[C:15]5[C:16]([C:26]([NH:27][CH3:28])=[O:29])=[C:17]([C:19]6[CH:24]=[CH:23][C:22]([F:25])=[CH:21][CH:20]=6)[O:18][C:14]=5[CH:13]=[C:12]([CH2:31][S:32]([CH3:35])(=[O:33])=[O:34])[CH:11]=4)[CH:51]=[CH:49][C:50]=3[F:69])=[O:80])[CH2:40][CH:38]([CH2:39]1)[CH2:37]2. (10) The product is: [C:18]([C:17]1[CH:13]([C:5]2[CH:6]=[CH:7][CH:8]=[C:9]3[C:4]=2[O:3][C:2]([CH3:1])=[CH:11][C:10]3=[O:12])[C:24]([C:25]([O:27][CH:28]2[CH2:31][CH2:30][CH2:29]2)=[O:26])=[C:23]([CH3:32])[NH:22][C:16]=1[CH3:15])(=[O:20])[CH3:19]. Given the reactants [CH3:1][C:2]1[O:3][C:4]2[C:9]([C:10](=[O:12])[CH:11]=1)=[CH:8][CH:7]=[CH:6][C:5]=2[CH:13]=O.[CH3:15][C:16](=O)[CH2:17][C:18](=[O:20])[CH3:19].[NH2:22]/[C:23](/[CH3:32])=[CH:24]\[C:25]([O:27][CH:28]1[CH2:31][CH2:30][CH2:29]1)=[O:26].C(O)(=O)C, predict the reaction product.